This data is from Forward reaction prediction with 1.9M reactions from USPTO patents (1976-2016). The task is: Predict the product of the given reaction. (1) Given the reactants [CH3:1][C:2]1[CH:7]=[C:6]([O:8][CH:9]2[CH2:14][CH2:13][NH:12][CH2:11][CH2:10]2)[CH:5]=[C:4]([CH3:15])[C:3]=1[C:16]1[CH:21]=[CH:20][CH:19]=[C:18]([CH2:22][O:23][C:24]2[CH:37]=[CH:36][C:27]3[C@H:28]([CH2:31][C:32]([O:34][CH3:35])=[O:33])[CH2:29][O:30][C:26]=3[CH:25]=2)[CH:17]=1.[C:38](OC(=O)C)(=[O:40])[CH3:39].C(N(CC)CC)C, predict the reaction product. The product is: [C:38]([N:12]1[CH2:11][CH2:10][CH:9]([O:8][C:6]2[CH:7]=[C:2]([CH3:1])[C:3]([C:16]3[CH:21]=[CH:20][CH:19]=[C:18]([CH2:22][O:23][C:24]4[CH:37]=[CH:36][C:27]5[C@H:28]([CH2:31][C:32]([O:34][CH3:35])=[O:33])[CH2:29][O:30][C:26]=5[CH:25]=4)[CH:17]=3)=[C:4]([CH3:15])[CH:5]=2)[CH2:14][CH2:13]1)(=[O:40])[CH3:39]. (2) Given the reactants [N:1]([C@@H:4]1[C@@H:8]([O:9][Si](C)(C)C)[CH2:7][N:6](C(=O)C(F)(F)F)[CH2:5]1)=[N+:2]=[N-:3].C([O-])([O-])=O.[K+].[K+], predict the reaction product. The product is: [N:1]([C@H:4]1[CH2:5][NH:6][CH2:7][C@@H:8]1[OH:9])=[N+:2]=[N-:3]. (3) Given the reactants Br[C:2]1[CH:3]=[C:4]([C:8]([N:10]2[CH2:29][CH2:28][C:13]3[N:14]=[C:15]([NH:18][CH:19]4[CH2:27][C:26]5[C:21](=[CH:22][CH:23]=[CH:24][CH:25]=5)[CH2:20]4)[N:16]=[CH:17][C:12]=3[CH2:11]2)=[O:9])[CH:5]=[N:6][CH:7]=1.C(N(CC)CC)C.[CH3:37][Si:38]([C:41]#[CH:42])([CH3:40])[CH3:39].CN(C)C=O, predict the reaction product. The product is: [CH2:20]1[C:21]2[C:26](=[CH:25][CH:24]=[CH:23][CH:22]=2)[CH2:27][CH:19]1[NH:18][C:15]1[N:16]=[CH:17][C:12]2[CH2:11][N:10]([C:8]([C:4]3[CH:5]=[N:6][CH:7]=[C:2]([C:42]#[C:41][Si:38]([CH3:40])([CH3:39])[CH3:37])[CH:3]=3)=[O:9])[CH2:29][CH2:28][C:13]=2[N:14]=1.